This data is from Full USPTO retrosynthesis dataset with 1.9M reactions from patents (1976-2016). The task is: Predict the reactants needed to synthesize the given product. (1) Given the product [CH2:1]([O:6][C:7]1[CH:12]=[CH:11][N:10]=[C:9]([CH2:13][OH:14])[C:8]=1[CH3:18])[CH2:2][CH2:3][CH2:4][CH3:5], predict the reactants needed to synthesize it. The reactants are: [CH2:1]([O:6][C:7]1[CH:12]=[CH:11][N:10]=[C:9]([CH2:13][O:14]C(=O)C)[C:8]=1[CH3:18])[CH2:2][CH2:3][CH2:4][CH3:5].[OH-].[Na+]. (2) Given the product [CH3:1][N:2]1[C:6]2[CH:7]=[CH:8][C:9]([N:11]3[CH:16]=[C:15]([C:17]([OH:19])=[O:18])[C:14](=[O:22])[N:13]([CH:23]4[C:32]5[C:27](=[C:28]([C:33]([F:36])([F:35])[F:34])[CH:29]=[CH:30][CH:31]=5)[CH2:26][CH2:25][CH2:24]4)[C:12]3=[O:37])=[CH:10][C:5]=2[N:4]([CH3:38])[C:3]1=[O:39], predict the reactants needed to synthesize it. The reactants are: [CH3:1][N:2]1[C:6]2[CH:7]=[CH:8][C:9]([N:11]3[CH:16]=[C:15]([C:17]([O:19]CC)=[O:18])[C:14](=[O:22])[N:13]([CH:23]4[C:32]5[C:27](=[C:28]([C:33]([F:36])([F:35])[F:34])[CH:29]=[CH:30][CH:31]=5)[CH2:26][CH2:25][CH2:24]4)[C:12]3=[O:37])=[CH:10][C:5]=2[N:4]([CH3:38])[C:3]1=[O:39].Cl.C(O)(=O)C.